This data is from Forward reaction prediction with 1.9M reactions from USPTO patents (1976-2016). The task is: Predict the product of the given reaction. (1) The product is: [CH2:3]([C:5]1[CH:10]=[CH:9][C:8]([C:11]([N:13]2[CH2:14][CH2:15][C:16]3([O:17][C:18]4[CH:28]=[C:27]([CH2:29][O:30][CH3:1])[CH:26]=[CH:25][C:19]=4[N:20]4[CH:24]=[CH:23][CH:22]=[C:21]34)[CH2:31][CH2:32]2)=[O:12])=[CH:7][C:6]=1[O:33][CH3:34])[CH3:4]. Given the reactants [CH3:1]I.[CH2:3]([C:5]1[CH:10]=[CH:9][C:8]([C:11]([N:13]2[CH2:32][CH2:31][C:16]3([C:21]4=[CH:22][CH:23]=[CH:24][N:20]4[C:19]4[CH:25]=[CH:26][C:27]([CH2:29][OH:30])=[CH:28][C:18]=4[O:17]3)[CH2:15][CH2:14]2)=[O:12])=[CH:7][C:6]=1[O:33][CH3:34])[CH3:4].[H-].[Na+], predict the reaction product. (2) Given the reactants [Cl:1][C:2]1[CH:11]=[CH:10][C:9]2[NH:8][C:7](=O)[N:6]3[N:13]=[CH:14][N:15]=[C:5]3[C:4]=2[CH:3]=1.P(Cl)(Cl)([Cl:18])=O.C(N(CC)C(C)C)(C)C, predict the reaction product. The product is: [Cl:18][C:7]1[N:6]2[N:13]=[CH:14][N:15]=[C:5]2[C:4]2[CH:3]=[C:2]([Cl:1])[CH:11]=[CH:10][C:9]=2[N:8]=1. (3) The product is: [CH2:33]([C:31]1[S:30][C:19]2[N:49]=[C:48]([C:46]3[O:47][C:43]([CH:40]([CH3:42])[CH3:41])=[CH:44][CH:45]=3)[N:16]=[C:17]([NH2:22])[C:18]=2[CH:32]=1)[C:34]1[CH:35]=[CH:36][CH:37]=[CH:38][CH:39]=1. Given the reactants NC1SC(CC2C=CC=CC=2)=CC=1C#N.[NH2:16][C:17]1[C:18]2[CH:32]=[C:31]([CH2:33][C:34]3[CH:39]=[CH:38][CH:37]=[CH:36][CH:35]=3)[S:30][C:19]=2N=C(C2OC(C#N)=CC=2)[N:22]=1.[CH:40]([C:43]1[O:47][C:46]([C:48]#[N:49])=[CH:45][CH:44]=1)([CH3:42])[CH3:41].CC1OC(C#N)=CC=1, predict the reaction product. (4) Given the reactants [Cl:1][C:2]1[CH:10]=[CH:9][CH:8]=[C:7]([C:11]([F:14])([F:13])[F:12])[C:3]=1[C:4]([OH:6])=[O:5].[C:15](Cl)(C(Cl)=O)=O.CO, predict the reaction product. The product is: [Cl:1][C:2]1[CH:10]=[CH:9][CH:8]=[C:7]([C:11]([F:12])([F:13])[F:14])[C:3]=1[C:4]([O:6][CH3:15])=[O:5]. (5) Given the reactants [CH:1]1[C:6]([C:7]([C:23](F)(F)F)([C:19](F)(F)F)[C:8]2[CH:13]=[CH:12][C:11]3[C:14]([O:16][C:17](=[O:18])[C:10]=3[CH:9]=2)=[O:15])=[CH:5][C:4]2[C:27]([O:29][C:30](=[O:31])[C:3]=2[CH:2]=1)=[O:28].[OH:32]C1C=C(C2C=CC(N)=C(O)C=2)C=CC=1[NH2:39].CCCCCCCO[C:68]1[CH:69]=[CH:70][C:65]([NH:63][N+:63]([C:65]2[CH:70]=[CH:69][C:68](OCCCCCCC)=[CH:67][CH:66]=2)=O)=[CH:66][CH:67]=1.NC1C=C(C=C(N)C=1)C(O)=O.C1(=O)OC(CC)CC1, predict the reaction product. The product is: [CH3:23][C:7]1([CH3:19])[C:8]2[CH:9]=[C:10]([NH2:39])[CH:11]=[CH:12][C:13]=2[C:5]([C:68]2[CH:67]=[CH:66][C:65]([NH2:63])=[CH:70][CH:69]=2)([CH3:4])[CH2:6]1.[CH:1]1[C:6]([C:7]([C:8]2[CH:13]=[CH:12][C:11]3[C:14]([O:16][C:17](=[O:18])[C:10]=3[CH:9]=2)=[O:15])=[O:32])=[CH:5][C:4]2[C:27]([O:29][C:30](=[O:31])[C:3]=2[CH:2]=1)=[O:28].